From a dataset of Full USPTO retrosynthesis dataset with 1.9M reactions from patents (1976-2016). Predict the reactants needed to synthesize the given product. (1) Given the product [CH2:21]([N:16]1[CH2:15][C:14]([CH3:18])([CH3:17])[CH2:13][S:12][C:11]1=[N:10][C:5]1[CH:6]=[CH:7][CH:8]=[CH:9][C:4]=1[CH:1]([CH3:3])[CH3:2])[CH3:22], predict the reactants needed to synthesize it. The reactants are: [CH:1]([C:4]1[CH:9]=[CH:8][CH:7]=[CH:6][C:5]=1[N:10]=[C:11]1[N:16]=[CH:15][C:14]([CH3:18])([CH3:17])[CH2:13][S:12]1)([CH3:3])[CH3:2].[H-].[Na+].[CH2:21](I)[CH3:22].O. (2) Given the product [CH2:1]([O:8][C:9]1[CH:16]=[CH:15][C:12]([C:13]([NH:19][OH:20])=[NH:14])=[C:11]([F:17])[CH:10]=1)[C:2]1[CH:3]=[CH:4][CH:5]=[CH:6][CH:7]=1, predict the reactants needed to synthesize it. The reactants are: [CH2:1]([O:8][C:9]1[CH:16]=[CH:15][C:12]([C:13]#[N:14])=[C:11]([F:17])[CH:10]=1)[C:2]1[CH:7]=[CH:6][CH:5]=[CH:4][CH:3]=1.Cl.[NH2:19][OH:20].C(=O)([O-])[O-].[Na+].[Na+].C(OCC)(=O)C.